Dataset: Catalyst prediction with 721,799 reactions and 888 catalyst types from USPTO. Task: Predict which catalyst facilitates the given reaction. (1) Reactant: [CH:1]1[C:6]([N+:7]([O-:9])=[O:8])=[CH:5][CH:4]=[C:3]([OH:10])[CH:2]=1.[CH2:11](I)[CH2:12][CH2:13][CH2:14][CH2:15][CH2:16][CH2:17][CH2:18][CH2:19][CH3:20].C(=O)([O-])[O-].[K+].[K+].O. Product: [CH2:11]([O:10][C:3]1[CH:4]=[CH:5][C:6]([N+:7]([O-:9])=[O:8])=[CH:1][CH:2]=1)[CH2:12][CH2:13][CH2:14][CH2:15][CH2:16][CH2:17][CH2:18][CH2:19][CH3:20]. The catalyst class is: 3. (2) Reactant: [CH3:1][C:2]1[O:6][N:5]=[C:4]([C:7](Cl)=[O:8])[CH:3]=1.[N:10]1[C:15]2[NH:16][CH:17]=[CH:18][C:14]=2[C:13]([N:19]2[CH2:24][CH2:23][CH:22]([NH2:25])[CH2:21][CH2:20]2)=[N:12][CH:11]=1.N1CCOCC1. Product: [CH3:1][C:2]1[O:6][N:5]=[C:4]([C:7]([NH:25][CH:22]2[CH2:21][CH2:20][N:19]([C:13]3[N:12]=[CH:11][NH:10][C:15]4=[N:16][CH:17]=[CH:18][C:14]=34)[CH2:24][CH2:23]2)=[O:8])[CH:3]=1. The catalyst class is: 59. (3) Reactant: [I:1][C:2]1[CH:3]=[C:4]2[C:8](=[CH:9][CH:10]=1)[NH:7][C:6](=[O:11])[C:5]2=O.C(O)(C(F)(F)F)=O.[CH3:20][O:21][C:22]([C:24]1[CH:50]=[CH:49][C:27]([C:28]([NH:30][CH2:31][C:32]2[CH:48]=[CH:47][C:35]([C:36]([NH:38][NH:39]C(OC(C)(C)C)=O)=[O:37])=[CH:34][CH:33]=2)=[O:29])=[CH:26][CH:25]=1)=[O:23]. Product: [I:1][C:2]1[CH:3]=[C:4]2[C:8](=[CH:9][CH:10]=1)[NH:7][C:6](=[O:11])[C:5]2=[N:39][NH:38][C:36]([C:35]1[CH:47]=[CH:48][C:32]([CH2:31][NH:30][C:28]([C:27]2[CH:26]=[CH:25][C:24]([C:22]([O:21][CH3:20])=[O:23])=[CH:50][CH:49]=2)=[O:29])=[CH:33][CH:34]=1)=[O:37]. The catalyst class is: 15.